Dataset: Reaction yield outcomes from USPTO patents with 853,638 reactions. Task: Predict the reaction yield, written as a fraction of the theoretical maximum amount of product (1.0 means a 100% yield; for example, 0.34 means a 34% yield). (1) The reactants are [H-].[Na+].[F:3][C:4]1([F:27])[C:10](=O)[C:9]2[CH:12]=[C:13]([F:16])[CH:14]=[CH:15][C:8]=2[N:7]([S:17]([C:20]2[CH:25]=[CH:24][C:23]([CH3:26])=[CH:22][CH:21]=2)(=[O:19])=[O:18])[CH2:6][CH2:5]1.[CH2:28](OP([CH2:36][C:37]([OH:39])=[O:38])(OCC)=O)[CH3:29].CC(C)([O-])C.[Na+].Cl. The catalyst is O1CCCC1.O. The product is [CH:8]1([NH:7][CH:6]2[CH2:5][CH2:4][CH2:10][CH2:29][CH2:28]2)[CH2:9][CH2:12][CH2:13][CH2:14][CH2:15]1.[F:27][C:4]1([F:3])[CH2:5][CH2:6][N:7]([S:17]([C:20]2[CH:21]=[CH:22][C:23]([CH3:26])=[CH:24][CH:25]=2)(=[O:18])=[O:19])[C:8]2[CH:15]=[CH:14][C:13]([F:16])=[CH:12][C:9]=2/[C:10]/1=[CH:36]/[C:37]([OH:39])=[O:38]. The yield is 0.701. (2) The reactants are [O:1]1[CH:5]=[CH:4][CH:3]=[C:2]1[CH:6]=O.[C:8]([OH:13])(=[O:12])[C:9]([CH3:11])=[O:10].[OH-].[Na+].OS(O)(=O)=O. The catalyst is O. The product is [O:1]1[CH:5]=[CH:4][CH:3]=[C:2]1/[CH:6]=[CH:11]/[C:9](=[O:10])[C:8]([OH:13])=[O:12]. The yield is 0.550. (3) The reactants are Cl[C:2]1[CH:7]=[CH:6][N+:5]([O-:8])=[C:4]([CH3:9])[C:3]=1[O:10][CH3:11].[CH3:12][O-:13].[Na+].S(=O)(=O)(O)O.ClCCl.CO. The catalyst is CO. The product is [CH3:11][O:10][C:3]1[C:4]([CH3:9])=[N+:5]([O-:8])[CH:6]=[CH:7][C:2]=1[O:13][CH3:12]. The yield is 0.880. (4) The reactants are [NH:1]1[C:9]2[C:4](=[CH:5][CH:6]=[CH:7][CH:8]=2)[CH2:3][CH2:2]1.[F:10][C:11]([F:18])([F:17])[C:12](OCC)=[O:13]. The catalyst is CO. The product is [N:1]1([C:12](=[O:13])[C:11]([F:18])([F:17])[F:10])[C:9]2[C:4](=[CH:5][CH:6]=[CH:7][CH:8]=2)[CH2:3][CH2:2]1. The yield is 0.906. (5) The reactants are [F:1][C:2]1[CH:7]=[CH:6][CH:5]=[CH:4][C:3]=1[C:8](=O)[CH3:9].[CH3:11][C:12]([S@:15]([NH2:17])=[O:16])([CH3:14])[CH3:13]. The catalyst is O1CCCC1. The product is [F:1][C:2]1[CH:7]=[CH:6][CH:5]=[CH:4][C:3]=1[C:8](=[N:17][S@@:15]([C:12]([CH3:14])([CH3:13])[CH3:11])=[O:16])[CH3:9]. The yield is 0.708. (6) The reactants are [CH3:1][C:2]1[C:6]([CH2:7][N:8]2[CH:12]=[C:11]([N:13]3[C:17](=[O:18])[CH2:16][NH:15][C:14]3=[O:19])[CH:10]=[N:9]2)=[C:5]([CH3:20])[O:4][N:3]=1.[C:21](=O)([O-])[O-].[Cs+].[Cs+].IC.O. The catalyst is CN(C=O)C. The product is [CH3:1][C:2]1[C:6]([CH2:7][N:8]2[CH:12]=[C:11]([N:13]3[C:17](=[O:18])[CH2:16][N:15]([CH3:21])[C:14]3=[O:19])[CH:10]=[N:9]2)=[C:5]([CH3:20])[O:4][N:3]=1. The yield is 0.800. (7) The reactants are [C:1](#[N:5])[CH2:2][C:3]#[N:4].[CH3:6][O:7][C:8](OC)(OC)[CH2:9][CH3:10]. No catalyst specified. The product is [CH3:6][O:7][C:8](=[C:2]([C:1]#[N:5])[C:3]#[N:4])[CH2:9][CH3:10]. The yield is 0.930. (8) The reactants are C([O:5][C:6]([C:8]1[O:9][C:10]2[CH:17]=[CH:16][CH:15]=[C:14]([O:18][CH2:19][C:20]3[CH:21]=[N:22][CH:23]=[CH:24][CH:25]=3)[C:11]=2[C:12]=1[CH3:13])=[O:7])(C)(C)C.C(O)(C(F)(F)F)=O.C(Cl)Cl. No catalyst specified. The product is [CH3:13][C:12]1[C:11]2[C:14]([O:18][CH2:19][C:20]3[CH:21]=[N:22][CH:23]=[CH:24][CH:25]=3)=[CH:15][CH:16]=[CH:17][C:10]=2[O:9][C:8]=1[C:6]([OH:7])=[O:5]. The yield is 1.00. (9) The reactants are [F:1][C:2]1[CH:7]=[CH:6][CH:5]=[C:4]([F:8])[C:3]=1[C:9]1[N:14]=[C:13]([C:15]([NH:17][C:18]2[CH:19]=[N:20][CH:21]=[CH:22][C:23]=2[C@H:24]2[CH2:29][C@@H:28]([NH:30]C(=O)OC(C)(C)C)[C:27](=[O:38])[C@@H:26]([CH3:39])[CH2:25]2)=[O:16])[CH:12]=[CH:11][C:10]=1[F:40].C(O)(C(F)(F)F)=O.C(Cl)Cl. No catalyst specified. The product is [NH2:30][C@H:28]1[C:27](=[O:38])[C@@H:26]([CH3:39])[CH2:25][C@@H:24]([C:23]2[CH:22]=[CH:21][N:20]=[CH:19][C:18]=2[NH:17][C:15](=[O:16])[C:13]2[CH:12]=[CH:11][C:10]([F:40])=[C:9]([C:3]3[C:4]([F:8])=[CH:5][CH:6]=[CH:7][C:2]=3[F:1])[N:14]=2)[CH2:29]1. The yield is 0.980. (10) The reactants are [Br:1][C:2]1([N+:14]([O-])=O)[CH:7]=[CH:6][C:5]([C:8]2[CH:13]=[CH:12][CH:11]=[CH:10][CH:9]=2)=[CH:4][CH2:3]1.Cl[Sn]Cl.C([O-])(O)=O.[Na+]. The catalyst is CCO. The product is [NH2:14][C:2]1([Br:1])[CH:3]=[CH:4][C:5]([C:8]2[CH:13]=[CH:12][CH:11]=[CH:10][CH:9]=2)=[CH:6][CH2:7]1. The yield is 0.710.